Dataset: Full USPTO retrosynthesis dataset with 1.9M reactions from patents (1976-2016). Task: Predict the reactants needed to synthesize the given product. (1) Given the product [NH:7]1[CH2:11][CH2:10][CH2:9][CH:8]1[C:12]1[CH:13]=[C:14]([CH:25]=[CH:26][CH:27]=1)[O:15][CH2:16][CH2:17][CH2:18][N:19]1[CH2:24][CH2:23][CH2:22][CH2:21][CH2:20]1, predict the reactants needed to synthesize it. The reactants are: [H-].[H-].[H-].[H-].[Li+].[Al+3].[N:7]1[CH2:11][CH2:10][CH2:9][C:8]=1[C:12]1[CH:13]=[C:14]([CH:25]=[CH:26][CH:27]=1)[O:15][CH2:16][CH2:17][CH2:18][N:19]1[CH2:24][CH2:23][CH2:22][CH2:21][CH2:20]1.O.[OH-].[Na+]. (2) Given the product [F:3][C:4]1[CH:9]=[CH:8][CH:7]=[CH:6][C:5]=1[O:10][C:12]1[CH:19]=[CH:18][C:15]([C:23]([OH:24])=[O:1])=[CH:14][CH:13]=1, predict the reactants needed to synthesize it. The reactants are: [OH-:1].[K+].[F:3][C:4]1[CH:9]=[CH:8][CH:7]=[CH:6][C:5]=1[OH:10].F[C:12]1[CH:19]=[CH:18][C:15](C#N)=[CH:14][CH:13]=1.CN([CH:23]=[O:24])C.